From a dataset of Catalyst prediction with 721,799 reactions and 888 catalyst types from USPTO. Predict which catalyst facilitates the given reaction. (1) Reactant: [Br:1][C:2]1[CH:7]=[CH:6][C:5]([N:8]2[C:12](C(O)=O)=[C:11]([CH3:16])[N:10]=[N:9]2)=[CH:4][CH:3]=1.[CH:17]1([CH:21]([OH:23])[CH3:22])[CH2:20][CH2:19]C1.C([N:26]([CH2:29]C)CC)C.C1(P(N=[N+]=[N-])(C2C=CC=CC=2)=[O:38])C=CC=CC=1. Product: [CH:17]1([CH:21]([O:23][C:29](=[O:38])[NH:26][C:12]2[N:8]([C:5]3[CH:4]=[CH:3][C:2]([Br:1])=[CH:7][CH:6]=3)[N:9]=[N:10][C:11]=2[CH3:16])[CH3:22])[CH2:20][CH2:19]1. The catalyst class is: 11. (2) Reactant: [OH:1][C:2]1[CH:7]=[CH:6][C:5]([C:8]([C:26]2[CH:31]=[CH:30][C:29]([OH:32])=[CH:28][CH:27]=2)=[C:9]([C:13]2[CH:18]=[CH:17][C:16]([O:19][CH2:20][C:21]([O:23]CC)=[O:22])=[CH:15][CH:14]=2)[CH2:10][CH2:11][CH3:12])=[CH:4][CH:3]=1.[OH-].[Na+].C1COCC1. Product: [OH:32][C:29]1[CH:28]=[CH:27][C:26]([C:8]([C:5]2[CH:4]=[CH:3][C:2]([OH:1])=[CH:7][CH:6]=2)=[C:9]([C:13]2[CH:18]=[CH:17][C:16]([O:19][CH2:20][C:21]([OH:23])=[O:22])=[CH:15][CH:14]=2)[CH2:10][CH2:11][CH3:12])=[CH:31][CH:30]=1. The catalyst class is: 14. (3) Reactant: Br[C:2]1[CH:3]=[N:4][CH:5]=[C:6]([Br:9])[C:7]=1[CH3:8].[C:10]([Cu])#[N:11].CCOC(C)=O. Product: [Br:9][C:6]1[C:7]([CH3:8])=[C:2]([C:10]#[N:11])[CH:3]=[N:4][CH:5]=1. The catalyst class is: 3. (4) The catalyst class is: 13. Reactant: Cl.Cl.[Cl:3][C:4]1[CH:9]=[CH:8][C:7]([C:10]2[S:18][C:17]3[C:16](=[O:19])[N:15]([CH2:20][CH2:21][C:22]4[CH:27]=[CH:26][C:25]([CH2:28][NH:29][CH3:30])=[CH:24][CH:23]=4)[CH:14]=[N:13][C:12]=3[CH:11]=2)=[CH:6][CH:5]=1.[Cl:31][CH2:32][C:33](Cl)=[O:34].C(N(CC)CC)C.O1CCCC1. Product: [Cl:31][CH2:32][C:33]([N:29]([CH2:28][C:25]1[CH:26]=[CH:27][C:22]([CH2:21][CH2:20][N:15]2[C:16](=[O:19])[C:17]3[S:18][C:10]([C:7]4[CH:6]=[CH:5][C:4]([Cl:3])=[CH:9][CH:8]=4)=[CH:11][C:12]=3[N:13]=[CH:14]2)=[CH:23][CH:24]=1)[CH3:30])=[O:34]. (5) Reactant: Cl[C:2]1[N:11]=[C:10]([NH:12][CH2:13][CH:14]2[CH2:16][C@@:15]2([C:24]2[CH:29]=[CH:28][CH:27]=[CH:26][CH:25]=2)[C:17]([N:19]([CH2:22][CH3:23])[CH2:20][CH3:21])=[O:18])[C:9]2[C:4](=[CH:5][CH:6]=[CH:7][CH:8]=2)[N:3]=1.[N:30]1[CH:31]=[CH:32][N:33]2[CH:38]=[C:37](B(O)O)[CH:36]=[CH:35][C:34]=12.C(NC1C2C(=CC=CC=2)N=C(C2SC3C=CC=CC=3C=2)N=1)(C1C=CC=CC=1)C1C=CC=CC=1. Product: [CH2:20]([N:19]([CH2:22][CH3:23])[C:17]([C@:15]1([C:24]2[CH:29]=[CH:28][CH:27]=[CH:26][CH:25]=2)[CH2:16][C@@H:14]1[CH2:13][NH:12][C:10]1[C:9]2[C:4](=[CH:5][CH:6]=[CH:7][CH:8]=2)[N:3]=[C:2]([C:37]2[CH:36]=[CH:35][C:34]3[N:33]([CH:32]=[CH:31][N:30]=3)[CH:38]=2)[N:11]=1)=[O:18])[CH3:21]. The catalyst class is: 147.